Dataset: Full USPTO retrosynthesis dataset with 1.9M reactions from patents (1976-2016). Task: Predict the reactants needed to synthesize the given product. (1) Given the product [CH2:1]([O:3][C:4]([C:6]1[O:14][C:13]2[C:12]([F:15])=[CH:11][N:10]=[CH:9][C:8]=2[C:7]=1[NH:16][C:19]1[CH:20]=[CH:21][C:22]([Si:24]([CH3:26])([CH3:25])[CH3:27])=[CH:23][C:18]=1[F:17])=[O:5])[CH3:2], predict the reactants needed to synthesize it. The reactants are: [CH2:1]([O:3][C:4]([C:6]1[O:14][C:13]2[C:12]([F:15])=[CH:11][N:10]=[CH:9][C:8]=2[C:7]=1[NH2:16])=[O:5])[CH3:2].[F:17][C:18]1[CH:23]=[C:22]([Si:24]([CH3:27])([CH3:26])[CH3:25])[CH:21]=[CH:20][C:19]=1OS(C(F)(F)F)(=O)=O.CC1(C)C2C(=C(P(C3C=CC=CC=3)C3C=CC=CC=3)C=CC=2)OC2C(P(C3C=CC=CC=3)C3C=CC=CC=3)=CC=CC1=2.C([O-])([O-])=O.[Cs+].[Cs+]. (2) Given the product [C:1]([O:4][CH2:9][CH2:10][CH2:11][CH2:12][C:13]1[N:14]([CH2:41][CH2:42][CH3:43])[N:15]=[C:16]2[C:25]=1[C:24]1[CH:23]=[CH:22][CH:21]=[CH:20][C:19]=1[N:18]=[C:17]2[N:26]([C:34]([O:36][C:37]([CH3:40])([CH3:39])[CH3:38])=[O:35])[C:27]([O:29][C:30]([CH3:31])([CH3:32])[CH3:33])=[O:28])(=[O:3])[CH3:2], predict the reactants needed to synthesize it. The reactants are: [C:1]([O-:4])(=[O:3])[CH3:2].[K+].[I-].[Na+].Cl[CH2:9][CH2:10][CH2:11][CH2:12][C:13]1[N:14]([CH2:41][CH2:42][CH3:43])[N:15]=[C:16]2[C:25]=1[C:24]1[CH:23]=[CH:22][CH:21]=[CH:20][C:19]=1[N:18]=[C:17]2[N:26]([C:34]([O:36][C:37]([CH3:40])([CH3:39])[CH3:38])=[O:35])[C:27]([O:29][C:30]([CH3:33])([CH3:32])[CH3:31])=[O:28]. (3) The reactants are: [CH3:1][NH2:2].Cl[CH2:4][C:5]1[N:6]=[C:7]([CH3:10])[S:8][CH:9]=1. Given the product [CH3:1][NH:2][CH2:4][C:5]1[N:6]=[C:7]([CH3:10])[S:8][CH:9]=1, predict the reactants needed to synthesize it. (4) Given the product [C:1]([O:5][C:6](=[O:24])[NH:7][C:8]1[CH:13]=[C:12]([N:14]([CH:16]2[CH2:17][CH2:18]2)[CH3:15])[C:11]([C:19]([F:22])([F:21])[F:20])=[CH:10][C:9]=1[NH:23][C:30](=[O:29])[CH2:31][C:32](=[O:45])[C:33]1[CH:38]=[CH:37][CH:36]=[C:35]([C:39]2[CH:40]=[N:41][CH:42]=[CH:43][CH:44]=2)[CH:34]=1)([CH3:4])([CH3:2])[CH3:3], predict the reactants needed to synthesize it. The reactants are: [C:1]([O:5][C:6](=[O:24])[NH:7][C:8]1[CH:13]=[C:12]([N:14]([CH:16]2[CH2:18][CH2:17]2)[CH3:15])[C:11]([C:19]([F:22])([F:21])[F:20])=[CH:10][C:9]=1[NH2:23])([CH3:4])([CH3:3])[CH3:2].C([O:29][C:30](=O)[CH2:31][C:32](=[O:45])[C:33]1[CH:38]=[CH:37][CH:36]=[C:35]([C:39]2[CH:40]=[N:41][CH:42]=[CH:43][CH:44]=2)[CH:34]=1)(C)(C)C. (5) Given the product [CH3:46][O:37][C:35](=[O:38])[C:39]([N:14]1[CH2:15][CH2:16][C:11]2[N:10]([CH2:17][CH2:18][CH2:19][N:20]3[CH2:25][CH2:24][O:23][CH2:22][CH2:21]3)[N:9]=[C:8]([C:5]3[CH:6]=[CH:7][C:2]([Cl:1])=[C:3]([C:26]#[C:27][C:28]4[CH:29]=[CH:30][C:31]([Cl:34])=[CH:32][CH:33]=4)[CH:4]=3)[C:12]=2[CH2:13]1)=[O:40], predict the reactants needed to synthesize it. The reactants are: [Cl:1][C:2]1[CH:7]=[CH:6][C:5]([C:8]2[C:12]3[CH2:13][NH:14][CH2:15][CH2:16][C:11]=3[N:10]([CH2:17][CH2:18][CH2:19][N:20]3[CH2:25][CH2:24][O:23][CH2:22][CH2:21]3)[N:9]=2)=[CH:4][C:3]=1[C:26]#[C:27][C:28]1[CH:33]=[CH:32][C:31]([Cl:34])=[CH:30][CH:29]=1.[C:35](=[O:38])([O-:37])N.[C:39](O)(C(F)(F)F)=[O:40].[CH2:46](Cl)Cl. (6) Given the product [NH2:1][C:2]1[N:7]=[CH:6][N:5]=[C:4]2[N:8]([CH:32]3[CH2:37][CH2:36][N:35]([CH2:39][CH2:40][F:41])[CH2:34][CH2:33]3)[N:9]=[C:10]([C:11]3[CH:16]=[CH:15][C:14]([NH:17][C:18]([C:20]4[N:21]([CH3:29])[C:22]5[C:27]([CH:28]=4)=[CH:26][CH:25]=[CH:24][CH:23]=5)=[O:19])=[C:13]([O:30][CH3:31])[CH:12]=3)[C:3]=12, predict the reactants needed to synthesize it. The reactants are: [NH2:1][C:2]1[N:7]=[CH:6][N:5]=[C:4]2[N:8]([CH:32]3[CH2:37][CH2:36][NH:35][CH2:34][CH2:33]3)[N:9]=[C:10]([C:11]3[CH:16]=[CH:15][C:14]([NH:17][C:18]([C:20]4[N:21]([CH3:29])[C:22]5[C:27]([CH:28]=4)=[CH:26][CH:25]=[CH:24][CH:23]=5)=[O:19])=[C:13]([O:30][CH3:31])[CH:12]=3)[C:3]=12.Br[CH2:39][CH2:40][F:41].C(=O)([O-])[O-].[K+].[K+].[I-].[Na+].